This data is from Aqueous solubility values for 9,982 compounds from the AqSolDB database. The task is: Regression/Classification. Given a drug SMILES string, predict its absorption, distribution, metabolism, or excretion properties. Task type varies by dataset: regression for continuous measurements (e.g., permeability, clearance, half-life) or binary classification for categorical outcomes (e.g., BBB penetration, CYP inhibition). For this dataset (solubility_aqsoldb), we predict Y. (1) The molecule is CN(Cc1ccccc1)N=O. The Y is -1.52 log mol/L. (2) The compound is O=C(O)CSSSSCC(=O)O. The Y is -1.45 log mol/L. (3) The drug is [Fe+3].[Fe+3].[O-2].[O-2].[O-2]. The Y is -3.73 log mol/L. (4) The molecule is CCCCOC(=O)C(C)Oc1ccc(Oc2ccc(C#N)cc2F)cc1. The Y is -5.71 log mol/L. (5) The drug is CNC(=O)Oc1c(C(C)(C)C)cc(C)cc1C(C)(C)C. The Y is -4.60 log mol/L.